This data is from Full USPTO retrosynthesis dataset with 1.9M reactions from patents (1976-2016). The task is: Predict the reactants needed to synthesize the given product. (1) Given the product [F:12][C:13]([F:17])([F:16])[CH2:14][O:3][C:4]1[CH:11]=[CH:10][C:7]([CH:8]=[O:9])=[CH:6][CH:5]=1, predict the reactants needed to synthesize it. The reactants are: [H-].[Na+].[OH:3][C:4]1[CH:11]=[CH:10][C:7]([CH:8]=[O:9])=[CH:6][CH:5]=1.[F:12][C:13]([F:17])([F:16])[CH2:14]I.O. (2) Given the product [NH2:24][C:3]1[C:2]([Cl:1])=[C:11]([F:12])[C:10]([O:13][CH3:14])=[C:9]2[C:4]=1[C:5](=[O:23])[C:6]([C:18]([O:20][CH2:21][CH3:22])=[O:19])=[CH:7][N:8]2[CH:15]1[CH2:16][CH2:17]1, predict the reactants needed to synthesize it. The reactants are: [Cl:1][C:2]1[C:3]([N+:24]([O-])=O)=[C:4]2[C:9](=[C:10]([O:13][CH3:14])[C:11]=1[F:12])[N:8]([CH:15]1[CH2:17][CH2:16]1)[CH:7]=[C:6]([C:18]([O:20][CH2:21][CH3:22])=[O:19])[C:5]2=[O:23]. (3) Given the product [CH3:1][NH:2][CH2:3][C:4]1[CH:5]=[C:6]([C:10]2[O:11][C:12]3[C:18]([C:19]([NH2:24])=[O:21])=[CH:17][CH:16]=[CH:15][C:13]=3[N:14]=2)[CH:7]=[CH:8][CH:9]=1, predict the reactants needed to synthesize it. The reactants are: [CH3:1][NH:2][CH2:3][C:4]1[CH:5]=[C:6]([C:10]2[O:11][C:12]3[C:18]([C:19]([O:21]C)=O)=[CH:17][CH:16]=[CH:15][C:13]=3[N:14]=2)[CH:7]=[CH:8][CH:9]=1.O.[NH4+:24]. (4) Given the product [F:31][C:9]1[CH:8]=[C:3]([C:4]([O:6][CH3:7])=[O:5])[C:2]([F:1])=[CH:11][C:10]=1[NH:12][S:13]([C:16]1[CH:17]=[CH:18][C:19]([B:22]([OH:23])[OH:26])=[CH:20][CH:21]=1)(=[O:15])=[O:14], predict the reactants needed to synthesize it. The reactants are: [F:1][C:2]1[CH:11]=[C:10]([NH:12][S:13]([C:16]2[CH:21]=[CH:20][C:19]([B:22]3[O:26]C(C)(C)C(C)(C)[O:23]3)=[CH:18][CH:17]=2)(=[O:15])=[O:14])[C:9]([F:31])=[CH:8][C:3]=1[C:4]([O:6][CH3:7])=[O:5].I([O-])(=O)(=O)=O.[Na+].C([O-])(=O)C.[NH4+].O. (5) Given the product [Cl:25][C:26]1[CH:31]=[CH:30][C:29]([F:32])=[CH:28][C:27]=1[O:1][CH:2]1[CH2:3][CH2:4][N:5]([C:8]2[N:13]=[CH:12][C:11]([C:14]3[N:15]=[N:16][N:17]([CH2:19][C:20]([OH:22])=[O:21])[N:18]=3)=[CH:10][N:9]=2)[CH2:6][CH2:7]1, predict the reactants needed to synthesize it. The reactants are: [OH:1][CH:2]1[CH2:7][CH2:6][N:5]([C:8]2[N:13]=[CH:12][C:11]([C:14]3[N:15]=[N:16][N:17]([CH2:19][C:20]([O:22]CC)=[O:21])[N:18]=3)=[CH:10][N:9]=2)[CH2:4][CH2:3]1.[Cl:25][C:26]1[CH:31]=[CH:30][C:29]([F:32])=[CH:28][C:27]=1O.C1(P(C2C=CC=CC=2)C2C=CC=CC=2)C=CC=CC=1.N(C(OCC)=O)=NC(OCC)=O.